Dataset: Reaction yield outcomes from USPTO patents with 853,638 reactions. Task: Predict the reaction yield, written as a fraction of the theoretical maximum amount of product (1.0 means a 100% yield; for example, 0.34 means a 34% yield). (1) The reactants are [C:1]1([C:11]([OH:13])=O)[C:10]2[C:5](=[CH:6][CH:7]=[CH:8][CH:9]=2)[CH:4]=[CH:3][CH:2]=1.S(Cl)([Cl:16])=O. No catalyst specified. The product is [C:1]1([C:11]([Cl:16])=[O:13])[C:10]2[C:5](=[CH:6][CH:7]=[CH:8][CH:9]=2)[CH:4]=[CH:3][CH:2]=1. The yield is 0.980. (2) The reactants are C([O:8][C@@H:9]1[C@@H:56]([O:57]CC2C=CC=CC=2)[C@H:55]([O:65][C@@H:66]2[O:95][C@H:94]([CH3:96])[C@@H:85]([O:86]CC3C=CC=CC=3)[C@H:76]([O:77]CC3C=CC=CC=3)[C@H:67]2[O:68]CC2C=CC=CC=2)[C@@H:54]([CH2:97][O:98]CC2C=CC=CC=2)[O:53][C@@H:10]1[O:11][C@H:12]1[C@H:16]([O:17]CC2C=CC=CC=2)[C@@H:15]([CH2:25][O:26]CC2C=CC=CC=2)[N:14](C(OCC2C=CC=CC=2)=O)[C@@H:13]1[CH2:44][O:45]CC1C=CC=CC=1)C1C=CC=CC=1. The catalyst is CO.Cl.[OH-].[Pd+2].[OH-].[C]. The product is [C@@H:66]1([O:65][C@@H:55]2[C@@H:54]([CH2:97][OH:98])[O:53][C@H:10]([O:11][C@H:12]3[C@H:16]([OH:17])[C@@H:15]([CH2:25][OH:26])[NH:14][C@@H:13]3[CH2:44][OH:45])[C@H:9]([OH:8])[C@H:56]2[OH:57])[O:95][C@H:94]([CH3:96])[C@@H:85]([OH:86])[C@H:76]([OH:77])[C@H:67]1[OH:68]. The yield is 0.640. (3) The product is [CH3:8][C:5]1[C:4]([CH2:9][N:10]=[CH:11][B:21]=[O:34])=[CH:3][C:2]([C:26]([CH3:29])=[CH2:27])=[CH:7][N:6]=1. The yield is 0.120. The catalyst is C(O)(C)C.C1C=CC(P(C2C=CC=CC=2)[C-]2C=CC=C2)=CC=1.C1C=CC(P(C2C=CC=CC=2)[C-]2C=CC=C2)=CC=1.Cl[Pd]Cl.[Fe+2].CCOC(C)=O. The reactants are Cl[C:2]1[CH:3]=[C:4]([CH2:9][NH:10][C:11](=O)OC(C)(C)C)[C:5]([CH3:8])=[N:6][CH:7]=1.C([B-:21](F)(F)F)(C)=C.[K+].[C:26](N)([CH3:29])(C)[CH3:27].C(Cl)Cl.[OH2:34]. (4) The yield is 0.730. The product is [CH:26]1([NH:32][C:2]2[C:7]([C:8]([O:10][CH2:11][CH3:12])=[O:9])=[CH:6][N:5]=[C:4]3[N:13]([S:16]([C:19]4[CH:25]=[CH:24][C:22]([CH3:23])=[CH:21][CH:20]=4)(=[O:18])=[O:17])[CH:14]=[CH:15][C:3]=23)[CH2:31][CH2:30][CH2:29][CH2:28][CH2:27]1. The reactants are Cl[C:2]1[C:7]([C:8]([O:10][CH2:11][CH3:12])=[O:9])=[CH:6][N:5]=[C:4]2[N:13]([S:16]([C:19]3[CH:25]=[CH:24][C:22]([CH3:23])=[CH:21][CH:20]=3)(=[O:18])=[O:17])[CH:14]=[CH:15][C:3]=12.[CH:26]1([NH2:32])[CH2:31][CH2:30][CH2:29][CH2:28][CH2:27]1. The catalyst is CCCCO.O.C(Cl)Cl. (5) The reactants are [C:1]1([S:7](Cl)(=[O:9])=[O:8])[CH:6]=[CH:5][CH:4]=[CH:3][CH:2]=1.[NH2:11][CH2:12][CH2:13][CH2:14][CH2:15][CH2:16][C:17]([OH:19])=[O:18]. The catalyst is [OH-].[Na+].O1CCOCC1. The yield is 0.550. The product is [C:1]1([S:7]([NH:11][CH2:12][CH2:13][CH2:14][CH2:15][CH2:16][C:17]([OH:19])=[O:18])(=[O:9])=[O:8])[CH:6]=[CH:5][CH:4]=[CH:3][CH:2]=1. (6) The reactants are O[C:2]1([C:15]2[CH:16]=[CH:17][C:18]([CH2:21][N:22]3[C:30]4[C:25](=[CH:26][C:27]([S:31]([CH3:34])(=[O:33])=[O:32])=[CH:28][CH:29]=4)[CH:24]=[CH:23]3)=[N:19][CH:20]=2)[CH2:7][CH2:6][N:5]([C:8]([O:10][C:11]([CH3:14])([CH3:13])[CH3:12])=[O:9])[CH2:4][CH2:3]1.C(N(S(F)(F)[F:41])CC)C.O. The catalyst is ClCCl. The product is [F:41][C:2]1([C:15]2[CH:16]=[CH:17][C:18]([CH2:21][N:22]3[C:30]4[C:25](=[CH:26][C:27]([S:31]([CH3:34])(=[O:33])=[O:32])=[CH:28][CH:29]=4)[CH:24]=[CH:23]3)=[N:19][CH:20]=2)[CH2:7][CH2:6][N:5]([C:8]([O:10][C:11]([CH3:14])([CH3:13])[CH3:12])=[O:9])[CH2:4][CH2:3]1. The yield is 0.520.